This data is from Full USPTO retrosynthesis dataset with 1.9M reactions from patents (1976-2016). The task is: Predict the reactants needed to synthesize the given product. (1) The reactants are: [CH3:1][C:2]1[CH:3]=[C:4]([CH:20]=[CH:21][C:22]=1[S:23][CH3:24])[O:5][C:6]1[CH:15]=[CH:14][C:13]([S:16](=[O:19])(=[O:18])[NH2:17])=[CH:12][C:7]=1[C:8]([O:10]C)=[O:9].[OH-].[Li+]. Given the product [CH3:1][C:2]1[CH:3]=[C:4]([CH:20]=[CH:21][C:22]=1[S:23][CH3:24])[O:5][C:6]1[CH:15]=[CH:14][C:13]([S:16](=[O:18])(=[O:19])[NH2:17])=[CH:12][C:7]=1[C:8]([OH:10])=[O:9], predict the reactants needed to synthesize it. (2) Given the product [Br:9][C:10]1[N:11]=[C:12]([C:19]([C:21]2[CH:22]=[C:23]3[C:28](=[CH:29][CH:30]=2)[N:27]([CH3:1])[C:26](=[O:31])[N:25]([CH2:32][C:33]2[CH:34]=[CH:35][C:36]([F:39])=[CH:37][CH:38]=2)[C:24]3=[O:40])=[O:20])[N:13]2[CH:18]=[CH:17][CH:16]=[CH:15][C:14]=12, predict the reactants needed to synthesize it. The reactants are: [C:1](=O)([O-])[O-].[Cs+].[Cs+].CI.[Br:9][C:10]1[N:11]=[C:12]([C:19]([C:21]2[CH:22]=[C:23]3[C:28](=[CH:29][CH:30]=2)[NH:27][C:26](=[O:31])[N:25]([CH2:32][C:33]2[CH:38]=[CH:37][C:36]([F:39])=[CH:35][CH:34]=2)[C:24]3=[O:40])=[O:20])[N:13]2[CH:18]=[CH:17][CH:16]=[CH:15][C:14]=12. (3) Given the product [CH3:21][C:20]([CH3:22])([CH3:23])[C:19](=[O:24])[CH2:18][O:17][C:16]1[CH:25]=[CH:26][C:13]([C:8]([C:5]2[CH:6]=[CH:7][C:2]([NH:1][S:31]([CH2:29][CH3:30])(=[O:33])=[O:32])=[C:3]([CH3:28])[CH:4]=2)([CH2:11][CH3:12])[CH2:9][CH3:10])=[CH:14][C:15]=1[CH3:27], predict the reactants needed to synthesize it. The reactants are: [NH2:1][C:2]1[CH:7]=[CH:6][C:5]([C:8]([C:13]2[CH:26]=[CH:25][C:16]([O:17][CH2:18][C:19](=[O:24])[C:20]([CH3:23])([CH3:22])[CH3:21])=[C:15]([CH3:27])[CH:14]=2)([CH2:11][CH3:12])[CH2:9][CH3:10])=[CH:4][C:3]=1[CH3:28].[CH2:29]([S:31](Cl)(=[O:33])=[O:32])[CH3:30].